This data is from Peptide-MHC class I binding affinity with 185,985 pairs from IEDB/IMGT. The task is: Regression. Given a peptide amino acid sequence and an MHC pseudo amino acid sequence, predict their binding affinity value. This is MHC class I binding data. The binding affinity (normalized) is 0.0847. The MHC is HLA-A11:01 with pseudo-sequence HLA-A11:01. The peptide sequence is QTSTLYDFY.